Task: Predict which catalyst facilitates the given reaction.. Dataset: Catalyst prediction with 721,799 reactions and 888 catalyst types from USPTO (1) Reactant: Br[C:2]1[CH:7]=[CH:6][C:5]([C:8]2([C:11]([N:13]3[CH2:17][CH2:16][C@@:15]4([C:21]5[CH:22]=[CH:23][CH:24]=[CH:25][C:20]=5[C:19](=[O:26])[O:18]4)[CH2:14]3)=[O:12])[CH2:10][CH2:9]2)=[CH:4][CH:3]=1.[NH:27]1[CH:32]=[CH:31][CH:30]=[CH:29][C:28]1=[O:33].O1CCOCC1.CN(C)[C@H]1CCCC[C@@H]1N.C(=O)([O-])[O-].[K+].[K+]. Product: [O:33]=[C:28]1[CH:29]=[CH:30][CH:31]=[CH:32][N:27]1[C:2]1[CH:7]=[CH:6][C:5]([C:8]2([C:11]([N:13]3[CH2:17][CH2:16][C@@:15]4([C:21]5[CH:22]=[CH:23][CH:24]=[CH:25][C:20]=5[C:19](=[O:26])[O:18]4)[CH2:14]3)=[O:12])[CH2:10][CH2:9]2)=[CH:4][CH:3]=1. The catalyst class is: 205. (2) Reactant: [F:1][C:2]1[CH:9]=[C:8]([S:10]([CH3:13])(=[O:12])=[O:11])[CH:7]=[CH:6][C:3]=1[C:4]#[N:5].[NH2:14][OH:15]. Product: [F:1][C:2]1[CH:9]=[C:8]([S:10]([CH3:13])(=[O:12])=[O:11])[CH:7]=[CH:6][C:3]=1[C:4](=[N:14][OH:15])[NH2:5]. The catalyst class is: 8. (3) Reactant: [Br:1][C:2]1[CH:7]=[CH:6][CH:5]=[CH:4][C:3]=1[C:8]1[CH:13]=[CH:12][CH:11]=[CH:10][C:9]=1[B:14](O)O.[NH:17]1[CH:21]=[CH:20][N:19]=[C:18]1[C:22]1[CH:28]=[CH:27][CH:26]=[CH:25][C:23]=1[NH2:24]. Product: [Br:1][C:2]1[CH:7]=[CH:6][CH:5]=[CH:4][C:3]=1[C:8]1[CH:13]=[CH:12][CH:11]=[CH:10][C:9]=1[B:14]1[N:19]2[CH:20]=[CH:21][N:17]=[C:18]2[C:22]2[CH:28]=[CH:27][CH:26]=[CH:25][C:23]=2[NH:24]1. The catalyst class is: 11. (4) Reactant: [OH:1][CH:2]1[CH2:7][CH2:6][NH:5][CH2:4][CH2:3]1.[Cl:8][C:9]1[CH:24]=[CH:23][C:12]2[NH:13][C:14]([C:16]3[CH:17]=[N:18][C:19](F)=[CH:20][CH:21]=3)=[N:15][C:11]=2[CH:10]=1.C(=O)(O)[O-].[Na+].O. Product: [Cl:8][C:9]1[CH:24]=[CH:23][C:12]2[NH:13][C:14]([C:16]3[CH:21]=[CH:20][C:19]([N:5]4[CH2:6][CH2:7][CH:2]([OH:1])[CH2:3][CH2:4]4)=[N:18][CH:17]=3)=[N:15][C:11]=2[CH:10]=1. The catalyst class is: 3. (5) Reactant: Br[C:2]1[CH:7]=[CH:6][N:5]=[C:4]2[NH:8][CH:9]=[CH:10][C:3]=12.[Br:11][C:12]1[CH:13]=[N:14][NH:15][CH:16]=1.CN(C=O)C. Product: [Br:11][C:12]1[CH:13]=[N:14][N:15]([C:2]2[CH:7]=[CH:6][N:5]=[C:4]3[NH:8][CH:9]=[CH:10][C:3]=23)[CH:16]=1. The catalyst class is: 25. (6) Reactant: [CH3:1][O:2][CH2:3][CH2:4][O:5][C:6]1[C:11]([CH2:12]O)=[CH:10][CH:9]=[CH:8][N:7]=1.CCN(C(C)C)C(C)C.S(Cl)(C)(=O)=O.[NH2:28][C:29]1[CH:34]=[CH:33][C:32]([O:35][CH2:36][C:37]#[CH:38])=[CH:31][C:30]=1[C:39]([C:41]1[CH:46]=[CH:45][C:44]([CH:47]([CH3:49])[CH3:48])=[CH:43][CH:42]=1)=[O:40]. Product: [CH:47]([C:44]1[CH:43]=[CH:42][C:41]([C:39]([C:30]2[CH:31]=[C:32]([O:35][CH2:36][C:37]#[CH:38])[CH:33]=[CH:34][C:29]=2[NH:28][CH2:12][C:11]2[C:6]([O:5][CH2:4][CH2:3][O:2][CH3:1])=[N:7][CH:8]=[CH:9][CH:10]=2)=[O:40])=[CH:46][CH:45]=1)([CH3:49])[CH3:48]. The catalyst class is: 12. (7) Reactant: [F:1][C:2]1[CH:10]=[CH:9][C:5]([C:6]([NH2:8])=O)=[C:4]([S:11][CH3:12])[CH:3]=1.[H-].[Al+3].[Li+].[H-].[H-].[H-]. Product: [F:1][C:2]1[CH:10]=[CH:9][C:5]([CH2:6][NH2:8])=[C:4]([S:11][CH3:12])[CH:3]=1. The catalyst class is: 27. (8) Reactant: [CH:1]([CH:4]1[C:9](=[O:10])[NH:8][C:7]2[CH:11]=[C:12]([CH3:16])[CH:13]=[C:14]([CH3:15])[C:6]=2[O:5]1)([CH3:3])[CH3:2].C(=O)([O-])[O-].[K+].[K+].[C:23]([O:27][CH3:28])(=[O:26])[CH:24]=[CH2:25].C(O)(=O)CC(CC(O)=O)(C(O)=O)O. Product: [CH3:28][O:27][C:23](=[O:26])[CH2:24][CH2:25][N:8]1[C:7]2[CH:11]=[C:12]([CH3:16])[CH:13]=[C:14]([CH3:15])[C:6]=2[O:5][CH:4]([CH:1]([CH3:3])[CH3:2])[C:9]1=[O:10]. The catalyst class is: 9. (9) Reactant: C(OC([N:8]1[CH2:13][CH2:12][N:11]([C:14]2[CH:22]=[CH:21][C:17]([C:18]([OH:20])=[O:19])=[CH:16][N:15]=2)[CH2:10][CH2:9]1)=O)(C)(C)C.[ClH:23].O1CCOCC1. Product: [ClH:23].[ClH:23].[N:11]1([C:14]2[CH:22]=[CH:21][C:17]([C:18]([OH:20])=[O:19])=[CH:16][N:15]=2)[CH2:10][CH2:9][NH:8][CH2:13][CH2:12]1. The catalyst class is: 12.